The task is: Predict which catalyst facilitates the given reaction.. This data is from Catalyst prediction with 721,799 reactions and 888 catalyst types from USPTO. Reactant: [C:12]([O:11][C:9](O[C:9]([O:11][C:12]([CH3:15])([CH3:14])[CH3:13])=[O:10])=[O:10])([CH3:15])([CH3:14])[CH3:13].[NH2:16][CH2:17][C:18]1[NH:19][CH:20]=[C:21]([C:23]([OH:25])=[O:24])[N:22]=1.CCN(C(C)C)C(C)C.[OH-].[Na+]. Product: [C:12]([O:11][C:9]([NH:16][CH2:17][C:18]1[NH:19][CH:20]=[C:21]([C:23]([OH:25])=[O:24])[N:22]=1)=[O:10])([CH3:13])([CH3:14])[CH3:15]. The catalyst class is: 38.